From a dataset of Catalyst prediction with 721,799 reactions and 888 catalyst types from USPTO. Predict which catalyst facilitates the given reaction. (1) Reactant: Br[C:2]1[CH:7]=[CH:6][CH:5]=[C:4]([Br:8])[C:3]=1[O:9][CH3:10].[CH:11](=[O:18])[CH2:12][CH2:13][CH2:14][CH2:15][CH2:16][CH3:17].Cl. Product: [Br:8][C:4]1[CH:5]=[CH:6][CH:7]=[C:2]([CH:11]([OH:18])[CH2:12][CH2:13][CH2:14][CH2:15][CH2:16][CH3:17])[C:3]=1[O:9][CH3:10]. The catalyst class is: 1. (2) Reactant: [C:1]([O:5][C:6]([N:8]([C:16]1[S:17][CH2:18][CH2:19][N:20]=1)[NH:9][C:10]1[CH:15]=[CH:14][CH:13]=[CH:12][CH:11]=1)=[O:7])([CH3:4])([CH3:3])[CH3:2].C[Si](C)(C)N[Si](C)(C)C.[Li].[Cl:31][C:32]1[CH:39]=[CH:38][C:35]([CH2:36]Br)=[CH:34][C:33]=1[C:40]([F:43])([F:42])[F:41]. Product: [C:1]([O:5][C:6]([N:8]([C:16]1[S:17][CH2:18][CH2:19][N:20]=1)[N:9]([CH2:36][C:35]1[CH:38]=[CH:39][C:32]([Cl:31])=[C:33]([C:40]([F:43])([F:41])[F:42])[CH:34]=1)[C:10]1[CH:15]=[CH:14][CH:13]=[CH:12][CH:11]=1)=[O:7])([CH3:4])([CH3:2])[CH3:3]. The catalyst class is: 7. (3) Reactant: [CH2:1]([SH:8])[C:2]1[CH:7]=[CH:6][CH:5]=[CH:4][CH:3]=1.C(=O)([O-])[O-].[Cs+].[Cs+].Br[CH2:16][C:17](=[O:29])[CH2:18][N:19]1[C:23](=[O:24])[C:22]([CH3:26])([CH3:25])[N:21]([CH3:27])[C:20]1=[O:28].O. Product: [CH2:1]([S:8][CH2:16][C:17](=[O:29])[CH2:18][N:19]1[C:23](=[O:24])[C:22]([CH3:25])([CH3:26])[N:21]([CH3:27])[C:20]1=[O:28])[C:2]1[CH:7]=[CH:6][CH:5]=[CH:4][CH:3]=1. The catalyst class is: 9. (4) Reactant: [F:1][C:2]1([F:24])[CH2:7][CH2:6][C@@H:5]([C:8](=[O:19])[CH2:9][C:10]2[CH:18]=[CH:17][C:13]([C:14](O)=[O:15])=[CH:12][CH:11]=2)[C@H:4]([C:20]([O:22][CH3:23])=[O:21])[CH2:3]1.CN(C(ON1N=NC2C=CC=CC1=2)=[N+](C)C)C.F[P-](F)(F)(F)(F)F.[NH:49]1[CH2:54][CH2:53][O:52][CH2:51][CH2:50]1. Product: [F:1][C:2]1([F:24])[CH2:3][C@@H:4]([C:20]([O:22][CH3:23])=[O:21])[C@H:5]([C:8](=[O:19])[CH2:9][C:10]2[CH:18]=[CH:17][C:13]([C:14]([N:49]3[CH2:54][CH2:53][O:52][CH2:51][CH2:50]3)=[O:15])=[CH:12][CH:11]=2)[CH2:6][CH2:7]1. The catalyst class is: 3. (5) Reactant: [NH:1]1[C:9]2[C:4](=[CH:5][C:6]([C:10]3[CH:15]=[C:14]([C:16]4[S:17][C:18]5[C:24]([C:25]6[CH:30]=[CH:29][C:28]([Cl:31])=[CH:27][CH:26]=6)=[C:23]([C@H:32]([O:38][C:39]([CH3:42])([CH3:41])[CH3:40])[C:33]([O:35][CH2:36][CH3:37])=[O:34])[C:22]([CH3:43])=[CH:21][C:19]=5[N:20]=4)[CH:13]=[CH:12][N:11]=3)=[CH:7][CH:8]=2)[CH:3]=[N:2]1.[F:44][C:45]([F:58])([F:57])I1C2C=CC=CC=2C(C)(C)O1.[N-](S(C(F)(F)F)(=O)=O)S(C(F)(F)F)(=O)=O. Product: [C:39]([O:38][C@@H:32]([C:23]1[C:22]([CH3:43])=[CH:21][C:19]2[N:20]=[C:16]([C:14]3[CH:13]=[CH:12][N:11]=[C:10]([C:6]4[CH:5]=[C:4]5[C:9](=[CH:8][CH:7]=4)[N:1]([C:45]([F:58])([F:57])[F:44])[N:2]=[CH:3]5)[CH:15]=3)[S:17][C:18]=2[C:24]=1[C:25]1[CH:26]=[CH:27][C:28]([Cl:31])=[CH:29][CH:30]=1)[C:33]([O:35][CH2:36][CH3:37])=[O:34])([CH3:42])([CH3:41])[CH3:40]. The catalyst class is: 534. (6) Reactant: [Cl:1][C:2]1[CH:3]=[C:4]([N+:28]([O-])=O)[C:5]([O:8][CH2:9][C:10]([N:12]2[CH2:17][C@H:16]([CH3:18])[N:15]([CH2:19][C:20]3[CH:25]=[CH:24][C:23]([F:26])=[CH:22][CH:21]=3)[CH2:14][C@H:13]2[CH3:27])=[O:11])=[N:6][CH:7]=1.[H][H]. Product: [NH2:28][C:4]1[C:5]([O:8][CH2:9][C:10]([N:12]2[CH2:17][C@H:16]([CH3:18])[N:15]([CH2:19][C:20]3[CH:21]=[CH:22][C:23]([F:26])=[CH:24][CH:25]=3)[CH2:14][C@H:13]2[CH3:27])=[O:11])=[N:6][CH:7]=[C:2]([Cl:1])[CH:3]=1. The catalyst class is: 865.